This data is from Full USPTO retrosynthesis dataset with 1.9M reactions from patents (1976-2016). The task is: Predict the reactants needed to synthesize the given product. (1) Given the product [C:24]([C:19]([NH:8][CH2:7][CH2:6][CH:5]([C:9]1[C:14]([F:15])=[CH:13][CH:12]=[C:11]([Cl:16])[C:10]=1[F:17])[C:4]([OH:3])=[O:18])=[O:22])([CH3:27])([CH3:26])[CH3:25], predict the reactants needed to synthesize it. The reactants are: Cl.C[O:3][C:4](=[O:18])[CH:5]([C:9]1[C:14]([F:15])=[CH:13][CH:12]=[C:11]([Cl:16])[C:10]=1[F:17])[CH2:6][CH2:7][NH2:8].[C:19](=[O:22])(O)[O-].[Na+].[C:24](OC(OC(O[C:24]([CH3:27])([CH3:26])[CH3:25])=O)=O)([CH3:27])([CH3:26])[CH3:25]. (2) Given the product [Br:24][C:25]1[CH:26]=[C:27]([CH:28]=[C:29]([F:31])[CH:30]=1)[CH2:32][O:33][Si:10]([C:6]([CH3:9])([CH3:8])[CH3:7])([C:18]1[CH:23]=[CH:22][CH:21]=[CH:20][CH:19]=1)[C:12]1[CH:17]=[CH:16][CH:15]=[CH:14][CH:13]=1, predict the reactants needed to synthesize it. The reactants are: N1C=CN=C1.[C:6]([Si:10]([C:18]1[CH:23]=[CH:22][CH:21]=[CH:20][CH:19]=1)([C:12]1[CH:17]=[CH:16][CH:15]=[CH:14][CH:13]=1)Cl)([CH3:9])([CH3:8])[CH3:7].[Br:24][C:25]1[CH:26]=[C:27]([CH2:32][OH:33])[CH:28]=[C:29]([F:31])[CH:30]=1.O. (3) The reactants are: [Br:1][C:2]1[N:7]=[CH:6][C:5]2[C:8](I)=[N:9][N:10]([CH:11]([CH3:13])[CH3:12])[C:4]=2[CH:3]=1.[O:15]1[CH2:19][CH:18]=[C:17](B2OC(C)(C)C(C)(C)O2)[CH2:16]1.ClCCl.C(=O)([O-])[O-].[Na+].[Na+].C([O-])(=O)C.[K+]. Given the product [Br:1][C:2]1[N:7]=[CH:6][C:5]2[C:8]([C:17]3[CH2:16][O:15][CH2:19][CH:18]=3)=[N:9][N:10]([CH:11]([CH3:13])[CH3:12])[C:4]=2[CH:3]=1, predict the reactants needed to synthesize it. (4) Given the product [Br:1][CH2:2][CH2:3][N:4]1[C:8]([CH2:9][Cl:16])=[CH:7][C:6]([N+:11]([O-:13])=[O:12])=[N:5]1, predict the reactants needed to synthesize it. The reactants are: [Br:1][CH2:2][CH2:3][N:4]1[C:8]([CH2:9]O)=[CH:7][C:6]([N+:11]([O-:13])=[O:12])=[N:5]1.O=S(Cl)[Cl:16]. (5) Given the product [O:3]=[C:2]1[NH:1][CH:7]([CH2:8][C:9]([NH:31][C:30]2[CH:29]=[CH:28][C:27]([O:26][CH2:25][C:23]3[C:22]4[C:17](=[CH:18][CH:19]=[CH:20][CH:21]=4)[N:16]=[C:15]([CH3:14])[CH:24]=3)=[CH:33][CH:32]=2)=[O:11])[C:5](=[O:6])[NH:4]1, predict the reactants needed to synthesize it. The reactants are: [NH:1]1[CH:7]([CH2:8][C:9]([OH:11])=O)[C:5](=[O:6])[NH:4][C:2]1=[O:3].Cl.Cl.[CH3:14][C:15]1[CH:24]=[C:23]([CH2:25][O:26][C:27]2[CH:33]=[CH:32][C:30]([NH2:31])=[CH:29][CH:28]=2)[C:22]2[C:17](=[CH:18][CH:19]=[CH:20][CH:21]=2)[N:16]=1. (6) The reactants are: [CH3:1][S:2][C:3]1[N:4]=[C:5]([NH:14][C:15]2[CH:20]=[CH:19][CH:18]=[C:17]([C:21]([F:24])([F:23])[F:22])[CH:16]=2)[C:6]2[C:12](=[O:13])[NH:11][CH:10]=[CH:9][C:7]=2[N:8]=1.[Br:25]N1C(=O)CCC1=O. Given the product [Br:25][C:9]1[C:7]2[N:8]=[C:3]([S:2][CH3:1])[N:4]=[C:5]([NH:14][C:15]3[CH:20]=[CH:19][CH:18]=[C:17]([C:21]([F:22])([F:24])[F:23])[CH:16]=3)[C:6]=2[C:12](=[O:13])[NH:11][CH:10]=1, predict the reactants needed to synthesize it. (7) Given the product [CH2:14]([O:23][C:24]1[CH:29]=[CH:28][N:27]=[C:26]([CH2:30][S:1][C:2]2[NH:6][C:5]3[CH:7]=[CH:8][CH:9]=[CH:10][C:4]=3[N:3]=2)[C:25]=1[CH3:32])[CH2:15][CH2:16][CH2:17][CH2:18][CH2:19][CH2:20][CH2:21][CH3:22], predict the reactants needed to synthesize it. The reactants are: [SH:1][C:2]1[NH:3][C:4]2[CH:10]=[CH:9][CH:8]=[CH:7][C:5]=2[N:6]=1.C[O-].[Na+].[CH2:14]([O:23][C:24]1[CH:29]=[CH:28][N:27]=[C:26]([CH2:30]Cl)[C:25]=1[CH3:32])[CH2:15][CH2:16][CH2:17][CH2:18][CH2:19][CH2:20][CH2:21][CH3:22]. (8) Given the product [ClH:9].[CH3:27][O:26][C:23]1[CH:22]=[CH:21][C:20]([C:13]2[C:14]3[C:19](=[CH:18][CH:17]=[CH:16][CH:15]=3)[C:10]([NH:1][C:2]3[CH:7]=[CH:6][C:5]([OH:8])=[CH:4][CH:3]=3)=[N:11][N:12]=2)=[CH:25][CH:24]=1, predict the reactants needed to synthesize it. The reactants are: [NH2:1][C:2]1[CH:7]=[CH:6][C:5]([OH:8])=[CH:4][CH:3]=1.[Cl:9][C:10]1[C:19]2[C:14](=[CH:15][CH:16]=[CH:17][CH:18]=2)[C:13]([C:20]2[CH:25]=[CH:24][C:23]([O:26][CH3:27])=[CH:22][CH:21]=2)=[N:12][N:11]=1.C(O)(CC)C. (9) Given the product [N:1]1([CH2:6][CH2:7][NH:8][C:9]([C:11]2[S:15][C:14]([C:16]([NH:21][NH2:22])=[O:18])=[CH:13][CH:12]=2)=[O:10])[CH2:5][CH2:4][CH2:3][CH2:2]1, predict the reactants needed to synthesize it. The reactants are: [N:1]1([CH2:6][CH2:7][NH:8][C:9]([C:11]2[S:15][C:14]([C:16]([O:18]C)=O)=[CH:13][CH:12]=2)=[O:10])[CH2:5][CH2:4][CH2:3][CH2:2]1.O.[NH2:21][NH2:22].